From a dataset of Forward reaction prediction with 1.9M reactions from USPTO patents (1976-2016). Predict the product of the given reaction. (1) Given the reactants Br[C:2]1[S:20][C:5]2[C:6]([CH3:19])([CH3:18])[N:7]([CH2:10][CH2:11][N:12]3[CH2:17][CH2:16][O:15][CH2:14][CH2:13]3)[C:8](=[O:9])[C:4]=2[CH:3]=1.B1(B2OC(C)(C)C(C)(C)O2)OC(C)(C)C(C)(C)O1.C([O-])(=O)C.[K+].[Cl:44][C:45]1[N:50]=[C:49](Cl)[C:48]([CH3:52])=[CH:47][N:46]=1.C(=O)([O-])[O-].[K+].[K+], predict the reaction product. The product is: [Cl:44][C:45]1[N:50]=[C:49]([C:2]2[S:20][C:5]3[C:6]([CH3:19])([CH3:18])[N:7]([CH2:10][CH2:11][N:12]4[CH2:17][CH2:16][O:15][CH2:14][CH2:13]4)[C:8](=[O:9])[C:4]=3[CH:3]=2)[C:48]([CH3:52])=[CH:47][N:46]=1. (2) The product is: [Cl:12][C:5]1[C:4]2[C:9](=[CH:10][CH:11]=[C:2]([N:64]([CH3:63])[S:65]([CH3:68])(=[O:67])=[O:66])[CH:3]=2)[CH:8]=[N:7][CH:6]=1. Given the reactants Br[C:2]1[CH:3]=[C:4]2[C:9](=[CH:10][CH:11]=1)[CH:8]=[N:7][CH:6]=[C:5]2[Cl:12].CC1(C)C2C(=C(P(C3C=CC=CC=3)C3C=CC=CC=3)C=CC=2)OC2C(P(C3C=CC=CC=3)C3C=CC=CC=3)=CC=CC1=2.P([O-])([O-])([O-])=O.[K+].[K+].[K+].[CH3:63][NH:64][S:65]([CH3:68])(=[O:67])=[O:66], predict the reaction product.